This data is from Catalyst prediction with 721,799 reactions and 888 catalyst types from USPTO. The task is: Predict which catalyst facilitates the given reaction. (1) Reactant: [OH:1][B:2]1[C:6]2[CH:7]=[C:8]([NH:11][S:12]([C:15]3[CH:20]=[CH:19][C:18]([N+:21]([O-])=O)=[C:17]([C:24]([F:27])([F:26])[F:25])[CH:16]=3)(=[O:14])=[O:13])[CH:9]=[CH:10][C:5]=2[CH2:4][O:3]1. Product: [NH2:21][C:18]1[CH:19]=[CH:20][C:15]([S:12]([NH:11][C:8]2[CH:9]=[CH:10][C:5]3[CH2:4][O:3][B:2]([OH:1])[C:6]=3[CH:7]=2)(=[O:13])=[O:14])=[CH:16][C:17]=1[C:24]([F:25])([F:27])[F:26]. The catalyst class is: 256. (2) Reactant: [Br:1][C:2]1[CH:10]=[CH:9][C:5]([C:6]([OH:8])=O)=[C:4]([O:11][CH3:12])[CH:3]=1.CN(C(ON1N=NC2C=CC=NC1=2)=[N+](C)C)C.F[P-](F)(F)(F)(F)F.C[N:38]1[CH2:43][CH2:42][O:41][CH2:40][CH2:39]1.N1CCOCC1. Product: [Br:1][C:2]1[CH:10]=[CH:9][C:5]([C:6]([N:38]2[CH2:43][CH2:42][O:41][CH2:40][CH2:39]2)=[O:8])=[C:4]([O:11][CH3:12])[CH:3]=1. The catalyst class is: 18. (3) The catalyst class is: 7. Product: [CH3:1][N:2]1[CH:3]=[C:4]([C:9](=[O:28])[CH2:10][CH:11]([C:19]2[CH:27]=[CH:26][C:22]([C:23]([N:29]3[CH2:34][CH2:33][O:32][CH2:31][CH2:30]3)=[O:25])=[CH:21][CH:20]=2)[C:12]2[CH:17]=[CH:16][CH:15]=[CH:14][C:13]=2[CH3:18])[CH:5]=[CH:6][C:7]1=[O:8]. Reactant: [CH3:1][N:2]1[C:7](=[O:8])[CH:6]=[CH:5][C:4]([C:9](=[O:28])[CH2:10][CH:11]([C:19]2[CH:27]=[CH:26][C:22]([C:23]([OH:25])=O)=[CH:21][CH:20]=2)[C:12]2[CH:17]=[CH:16][CH:15]=[CH:14][C:13]=2[CH3:18])=[CH:3]1.[NH:29]1[CH2:34][CH2:33][O:32][CH2:31][CH2:30]1.F[P-](F)(F)(F)(F)F.N1(O[P+](N(C)C)(N(C)C)N(C)C)C2C=CC=CC=2N=N1.C(N(C(C)C)C(C)C)C. (4) Reactant: [OH:1][C:2]1[CH:7]=[CH:6][C:5]([CH2:8][C:9](=[O:13])[C:10]([OH:12])=[O:11])=[CH:4][CH:3]=1.C(N(CC)CC)C.B(Cl)([C@H]1[C@H](C)[C@H]2C(C)(C)[C@@H](C2)C1)[C@H]1[C@H](C)[C@@H]2C(C)(C)[C@@H](C2)C1.CCCCCC.[OH-].[Na+]. Product: [OH:13][C@H:9]([CH2:8][C:5]1[CH:4]=[CH:3][C:2]([OH:1])=[CH:7][CH:6]=1)[C:10]([OH:12])=[O:11]. The catalyst class is: 7. (5) Reactant: [Cl:1][C:2]1[CH:3]=[C:4]([NH2:9])[CH:5]=[CH:6][C:7]=1[F:8].[C:10]([O:13][C:14]1[CH:15]=[C:16]2[C:21](=[CH:22][C:23]=1[O:24][CH3:25])[N:20]=[CH:19][N:18]=[C:17]2Cl)(=[O:12])[CH3:11]. Product: [C:10]([O:13][C:14]1[CH:15]=[C:16]2[C:21](=[CH:22][C:23]=1[O:24][CH3:25])[N:20]=[CH:19][N:18]=[C:17]2[NH:9][C:4]1[CH:5]=[CH:6][C:7]([F:8])=[C:2]([Cl:1])[CH:3]=1)(=[O:12])[CH3:11]. The catalyst class is: 32. (6) Reactant: [N+:1]([CH2:4][CH2:5][CH3:6])([O-:3])=[O:2].CO[CH:9]([O:15]C)[CH2:10][CH2:11][CH2:12][CH:13]=O. Product: [N+:1](/[C:4](/[CH2:5][CH3:6])=[CH:13]/[CH2:12][CH2:11][CH2:10][CH:9]=[O:15])([O-:3])=[O:2]. The catalyst class is: 521.